Task: Predict the reactants needed to synthesize the given product.. Dataset: Full USPTO retrosynthesis dataset with 1.9M reactions from patents (1976-2016) Given the product [CH2:17]([O:16][C:14]([N:8]([CH2:9][CH2:10][CH2:11][OH:12])[C:3]1[CH:4]=[CH:5][CH:6]=[CH:7][N+:2]=1[O-:1])=[O:15])[C:18]1[CH:23]=[CH:22][CH:21]=[CH:20][CH:19]=1, predict the reactants needed to synthesize it. The reactants are: [O-:1][N+:2]1[CH:7]=[CH:6][CH:5]=[CH:4][C:3]=1[NH:8][CH2:9][CH2:10][CH2:11][OH:12].Cl[C:14]([O:16][CH2:17][C:18]1[CH:23]=[CH:22][CH:21]=[CH:20][CH:19]=1)=[O:15].